From a dataset of Catalyst prediction with 721,799 reactions and 888 catalyst types from USPTO. Predict which catalyst facilitates the given reaction. (1) Reactant: [N:1]1[CH:2]=[CH:3][N:4]2[C:9]=1[CH:8]=[CH:7][C:6]([CH2:10]O)=[N:5]2.O=S(Cl)[Cl:14]. Product: [Cl:14][CH2:10][C:6]1[CH:7]=[CH:8][C:9]2[N:4]([CH:3]=[CH:2][N:1]=2)[N:5]=1. The catalyst class is: 2. (2) Reactant: CCN(C(C)C)C(C)C.[Cl:10][C:11]1[CH:12]=[C:13]([CH2:29][C:30]([OH:32])=O)[CH:14]=[C:15]([O:17][C:18]2[CH:23]=[CH:22][C:21]([S:24]([CH3:27])(=[O:26])=[O:25])=[CH:20][C:19]=2[Cl:28])[CH:16]=1.C1CN([P+](ON2N=NC3C=CC=CC2=3)(N2CCCC2)N2CCCC2)CC1.F[P-](F)(F)(F)(F)F.[CH3:66][S:67]([NH2:70])(=[O:69])=[O:68]. Product: [Cl:10][C:11]1[CH:12]=[C:13]([CH2:29][C:30]([NH:70][S:67]([CH3:66])(=[O:69])=[O:68])=[O:32])[CH:14]=[C:15]([O:17][C:18]2[CH:23]=[CH:22][C:21]([S:24]([CH3:27])(=[O:26])=[O:25])=[CH:20][C:19]=2[Cl:28])[CH:16]=1. The catalyst class is: 2. (3) Reactant: O[Li].O.C([O:7][C:8]1[C:13]([CH3:14])=[C:12]([C:15]2[O:16][C:17]3[CH:23]=[CH:22][CH:21]=[CH:20][C:18]=3[CH:19]=2)[O:11][C:10](=[O:24])[C:9]=1[CH3:25])(=O)C. Product: [O:16]1[C:17]2[CH:23]=[CH:22][CH:21]=[CH:20][C:18]=2[CH:19]=[C:15]1[C:12]1[O:11][C:10](=[O:24])[C:9]([CH3:25])=[C:8]([OH:7])[C:13]=1[CH3:14]. The catalyst class is: 5. (4) Reactant: [CH:1]1([N:7]2[C:15](=[O:16])[C:14]3[C:9](=[CH:10][CH:11]=[CH:12][CH:13]=3)[C:8]2=[O:17])[CH2:6][CH2:5]CC=[CH:2]1.[Br:18]N1C(=O)CCC1=O.C(Cl)(Cl)Cl.Cl.[CH2:31]([OH:33])[CH3:32]. Product: [Br:18][CH:2]1[CH:31]([OH:33])[CH2:32][CH2:5][CH2:6][CH:1]1[N:7]1[C:15](=[O:16])[C:14]2[C:9](=[CH:10][CH:11]=[CH:12][CH:13]=2)[C:8]1=[O:17]. The catalyst class is: 1. (5) Reactant: [O:1]=[C:2]([CH3:15])[CH2:3]N1C(=O)C2C(=CC=CC=2)C1=O.CC(C)([O-])C.[Na+:21].[C:22]([O:29]CC)(=[O:28])[C:23]([O:25]CC)=O. Product: [Na+:21].[O:25]=[C:23]([CH2:3][C:2](=[O:1])[CH3:15])[C:22]([O-:29])=[O:28]. The catalyst class is: 8. (6) Reactant: [N:1]1[CH:6]=[CH:5][CH:4]=[C:3]([CH2:7][C:8]#[N:9])[CH:2]=1.Br[CH2:11][CH2:12][CH2:13][CH2:14][CH2:15]Br.[H-].[Na+].O. Product: [N:1]1[CH:6]=[CH:5][CH:4]=[C:3]([C:7]2([C:8]#[N:9])[CH2:15][CH2:14][CH2:13][CH2:12][CH2:11]2)[CH:2]=1. The catalyst class is: 774. (7) Reactant: [CH2:1]([N:8]1[CH2:12][CH2:11][NH:10][C:9]1=[O:13])[C:2]1[CH:7]=[CH:6][CH:5]=[CH:4][CH:3]=1.CC(C)([O-])C.[Li+].Br[CH2:21][C:22]([O:24][C:25]([CH3:28])([CH3:27])[CH3:26])=[O:23].O. Product: [O:13]=[C:9]1[N:8]([CH2:1][C:2]2[CH:3]=[CH:4][CH:5]=[CH:6][CH:7]=2)[CH2:12][CH2:11][N:10]1[CH2:21][C:22]([O:24][C:25]([CH3:28])([CH3:27])[CH3:26])=[O:23]. The catalyst class is: 3. (8) The catalyst class is: 14. Reactant: [CH3:1][O:2][C:3]1[CH:12]=[CH:11][C:10]2[C:5](=[CH:6][CH:7]=[CH:8][CH:9]=2)[C:4]=1[CH2:13][N:14]1[C:20](=[O:21])[C@@H:19]([NH:22][C:23](=[O:35])[C@@H:24]([N:26]([CH3:34])[C:27](=[O:33])[O:28][C:29]([CH3:32])([CH3:31])[CH3:30])[CH3:25])[CH2:18][N:17]([C:36](=[O:46])[C:37]2[CH:42]=[CH:41][C:40]([N+:43]([O-])=O)=[CH:39][CH:38]=2)[C:16]2[CH:47]=[CH:48][CH:49]=[CH:50][C:15]1=2.O.O.[Sn](Cl)Cl. Product: [NH2:43][C:40]1[CH:41]=[CH:42][C:37]([C:36]([N:17]2[CH2:18][C@H:19]([NH:22][C:23](=[O:35])[C@@H:24]([N:26]([CH3:34])[C:27](=[O:33])[O:28][C:29]([CH3:30])([CH3:32])[CH3:31])[CH3:25])[C:20](=[O:21])[N:14]([CH2:13][C:4]3[C:5]4[C:10](=[CH:9][CH:8]=[CH:7][CH:6]=4)[CH:11]=[CH:12][C:3]=3[O:2][CH3:1])[C:15]3[CH:50]=[CH:49][CH:48]=[CH:47][C:16]2=3)=[O:46])=[CH:38][CH:39]=1.